Dataset: Forward reaction prediction with 1.9M reactions from USPTO patents (1976-2016). Task: Predict the product of the given reaction. Given the reactants [Cl:1][C:2]1[CH:7]=[CH:6][C:5]([C:8]2[CH:9]=[C:10]3[C:16]([C:17]([C:19]4[C:20]([F:33])=[C:21]([NH:26][S:27]([CH2:30][CH2:31][CH3:32])(=[O:29])=[O:28])[CH:22]=[CH:23][C:24]=4[F:25])=[O:18])=[CH:15][NH:14][C:11]3=[N:12][CH:13]=2)=[CH:4][CH:3]=1.CCN(CC)CC.[C:41]([O:46][CH2:47]Cl)(=[O:45])[CH:42]([CH3:44])[CH3:43], predict the reaction product. The product is: [C:41]([O:46][CH2:47][N:14]1[C:11]2=[N:12][CH:13]=[C:8]([C:5]3[CH:6]=[CH:7][C:2]([Cl:1])=[CH:3][CH:4]=3)[CH:9]=[C:10]2[C:16]([C:17](=[O:18])[C:19]2[C:24]([F:25])=[CH:23][CH:22]=[C:21]([NH:26][S:27]([CH2:30][CH2:31][CH3:32])(=[O:28])=[O:29])[C:20]=2[F:33])=[CH:15]1)(=[O:45])[CH:42]([CH3:44])[CH3:43].